From a dataset of Full USPTO retrosynthesis dataset with 1.9M reactions from patents (1976-2016). Predict the reactants needed to synthesize the given product. (1) The reactants are: C(N(CC)CC)C.Br[C:9]1[CH:10]=[N:11][CH:12]=[C:13]([S:15][CH3:16])[CH:14]=1.[C:17]([C:19]1[CH:20]=[C:21]([CH:24]=[CH:25][CH:26]=1)[C:22]#[N:23])#[CH:18]. Given the product [CH3:16][S:15][C:13]1[CH:14]=[C:9]([C:18]#[C:17][C:19]2[CH:20]=[C:21]([CH:24]=[CH:25][CH:26]=2)[C:22]#[N:23])[CH:10]=[N:11][CH:12]=1, predict the reactants needed to synthesize it. (2) Given the product [Cl:22][C:10]1[C:11]([N:15]2[CH2:20][CH2:19][O:18][CH2:17][C:16]2=[O:21])=[CH:12][CH:13]=[CH:14][C:9]=1[S:23]([Cl:27])(=[O:25])=[O:24], predict the reactants needed to synthesize it. The reactants are: C(S[C:9]1[C:10]([Cl:22])=[C:11]([N:15]2[CH2:20][CH2:19][O:18][CH2:17][C:16]2=[O:21])[CH:12]=[CH:13][CH:14]=1)C1C=CC=CC=1.[S:23]([Cl:27])(Cl)(=[O:25])=[O:24]. (3) The reactants are: [Cl:1][C:2]1[C:3]([CH2:14][N:15]([CH:41]2[CH2:43][CH2:42]2)[C:16]([C@@H:18]2[C@:23]([C:26]3[CH:31]=[CH:30][C:29]([F:32])=[C:28]([F:33])[CH:27]=3)([O:24]C)[CH2:22][CH2:21][N:20](C(OC(C)(C)C)=O)[CH2:19]2)=[O:17])=[CH:4][C:5]([CH2:9][CH2:10][CH2:11][O:12][CH3:13])=[N+:6]([O-:8])[CH:7]=1.Cl. Given the product [Cl:1][C:2]1[C:3]([CH2:14][N:15]([CH:41]2[CH2:43][CH2:42]2)[C:16]([CH:18]2[C:23]([C:26]3[CH:31]=[CH:30][C:29]([F:32])=[C:28]([F:33])[CH:27]=3)([OH:24])[CH2:22][CH2:21][NH:20][CH2:19]2)=[O:17])=[CH:4][C:5]([CH2:9][CH2:10][CH2:11][O:12][CH3:13])=[N+:6]([O-:8])[CH:7]=1, predict the reactants needed to synthesize it. (4) Given the product [C:47]([O:51][C:52](=[O:88])[N:53]([CH2:54][C:55]1[CH:56]=[N:57][CH:58]=[C:59]([C:62]2[CH:63]=[C:64]3[C:68](=[CH:69][CH:70]=2)[N:67]([CH:71]2[CH2:76][CH2:75][CH2:74][CH2:73][O:72]2)[N:66]=[C:65]3[C:77]2[NH:81][C:80]([CH3:82])=[C:79]([CH3:85])[N:78]=2)[C:60]=1[CH3:61])[CH2:86][CH3:87])([CH3:50])([CH3:49])[CH3:48], predict the reactants needed to synthesize it. The reactants are: C(OC(=O)N(CC)CC1C=NC=C(C2C=C3C(=CC=2)N(C2CCCCO2)N=C3C=O)C=1C)(C)(C)C.CC(=O)C(=O)C.C([O-])(=O)C.[NH4+].[C:47]([O:51][C:52](=[O:88])[N:53]([CH2:86][CH3:87])[CH2:54][C:55]1[CH:56]=[N:57][CH:58]=[C:59]([C:62]2[CH:63]=[C:64]3[C:68](=[CH:69][CH:70]=2)[N:67]([CH:71]2[CH2:76][CH2:75][CH2:74][CH2:73][O:72]2)[N:66]=[C:65]3[C:77]2[NH:81][C:80]3[CH2:82]CC[CH2:85][C:79]=3[N:78]=2)[C:60]=1[CH3:61])([CH3:50])([CH3:49])[CH3:48]. (5) Given the product [C:18]([C:15]1[CH:14]=[CH:13][C:12]([CH2:11][CH2:10][O:9][C:4]2[CH:3]=[C:2]([NH:1][CH:21]([CH3:22])[C:20]([O:24][CH2:25][CH3:26])=[O:23])[CH:7]=[C:6]([CH3:8])[CH:5]=2)=[CH:17][CH:16]=1)#[N:19], predict the reactants needed to synthesize it. The reactants are: [NH2:1][C:2]1[CH:7]=[C:6]([CH3:8])[CH:5]=[C:4]([O:9][CH2:10][CH2:11][C:12]2[CH:17]=[CH:16][C:15]([C:18]#[N:19])=[CH:14][CH:13]=2)[CH:3]=1.[C:20]([O:24][CH2:25][CH3:26])(=[O:23])[CH:21]=[CH2:22].C(O)(=O)C. (6) The reactants are: [N+:1]([C:4]1[CH:5]=[C:6]([CH2:10][O:11][CH2:12][CH2:13][OH:14])[CH:7]=[CH:8][CH:9]=1)([O-:3])=[O:2].[Br:15][CH2:16][CH2:17][CH2:18][CH2:19][CH2:20][CH2:21]Br.[OH-].[Na+]. Given the product [Br:15][CH2:16][CH2:17][CH2:18][CH2:19][CH2:20][CH2:21][O:14][CH2:13][CH2:12][O:11][CH2:10][C:6]1[CH:7]=[CH:8][CH:9]=[C:4]([N+:1]([O-:3])=[O:2])[CH:5]=1, predict the reactants needed to synthesize it.